This data is from Full USPTO retrosynthesis dataset with 1.9M reactions from patents (1976-2016). The task is: Predict the reactants needed to synthesize the given product. (1) The reactants are: C(=O)([O-])[O-].[Cs+].[Cs+].Cl[C:8]1[C:17]([C:18]2[CH:23]=[CH:22][CH:21]=[CH:20][C:19]=2[S:24]([CH3:27])(=[O:26])=[O:25])=[CH:16][C:15]2[C:10](=[C:11]([F:28])[CH:12]=[CH:13][CH:14]=2)[N:9]=1.[CH:29]([B-](F)(F)F)=[CH2:30].[K+].CCOC(C)=O. Given the product [F:28][C:11]1[CH:12]=[CH:13][CH:14]=[C:15]2[C:10]=1[N:9]=[C:8]([CH:29]=[CH2:30])[C:17]([C:18]1[CH:23]=[CH:22][CH:21]=[CH:20][C:19]=1[S:24]([CH3:27])(=[O:26])=[O:25])=[CH:16]2, predict the reactants needed to synthesize it. (2) Given the product [Cl:1][CH:2]([Cl:24])[C:3]([N:5]1[C@H:9]([CH2:10][F:31])[C@@H:8]([C:12]2[CH:17]=[CH:16][C:15]([S:18]([CH3:21])(=[O:20])=[O:19])=[CH:14][CH:13]=2)[O:7][C:6]1([CH3:23])[CH3:22])=[O:4], predict the reactants needed to synthesize it. The reactants are: [Cl:1][CH:2]([Cl:24])[C:3]([N:5]1[C@H:9]([CH2:10]O)[C@@H:8]([C:12]2[CH:17]=[CH:16][C:15]([S:18]([CH3:21])(=[O:20])=[O:19])=[CH:14][CH:13]=2)[O:7][C:6]1([CH3:23])[CH3:22])=[O:4].C(N(CC)C(F)(F)C(F)C(F)(F)[F:31])C.[OH-].[Na+].C(O)(C)C. (3) Given the product [NH:20]([CH2:24][CH:25]([N:16]1[CH2:17][CH2:18][CH2:19][CH:14]([N:1]2[C:12]3=[C:13]4[C:8](=[CH:9][CH:10]=[CH:11]3)[CH:7]=[N:6][CH:5]=[C:4]4[CH2:3][CH2:2]2)[CH2:15]1)[CH2:27][NH:28][C:29]([CH3:31])=[O:30])[C:21]([CH3:23])=[O:22], predict the reactants needed to synthesize it. The reactants are: [N:1]1([CH:14]2[CH2:19][CH2:18][CH2:17][NH:16][CH2:15]2)[C:12]2=[C:13]3[C:8](=[CH:9][CH:10]=[CH:11]2)[CH:7]=[N:6][CH:5]=[C:4]3[CH2:3][CH2:2]1.[NH:20]([CH2:24][C:25]([CH2:27][NH:28][C:29]([CH3:31])=[O:30])=O)[C:21]([CH3:23])=[O:22]. (4) Given the product [Br:1][C:2]1[C:3]([NH2:12])=[N:4][C:5]([N:13]2[C:21]3[C:16](=[CH:17][CH:18]=[CH:19][CH:20]=3)[CH:15]=[N:14]2)=[N:6][C:7]=1[Cl:8], predict the reactants needed to synthesize it. The reactants are: [Br:1][C:2]1[C:3]([NH2:12])=[N:4][C:5](S(C)=O)=[N:6][C:7]=1[Cl:8].[NH:13]1[C:21]2[C:16](=[CH:17][CH:18]=[CH:19][CH:20]=2)[CH:15]=[N:14]1.C(=O)([O-])[O-].[Cs+].[Cs+]. (5) Given the product [CH3:25][O:27][C:28]1[CH:30]=[CH:6][C:5]([C:3]2[CH:38]([CH3:39])[CH2:37][C:41](=[O:40])[NH:33][N:35]=2)=[CH:10][CH:31]=1, predict the reactants needed to synthesize it. The reactants are: CC[C:3]([C:5]1[CH:10]=CC(OC)=C[CH:6]=1)=O.C[Si]([N-][Si](C)(C)C)(C)C.[Li+].BrC[C:25]([O:27][C:28]([CH3:31])([CH3:30])C)=O.[Cl-].[NH4+:33].O.[NH2:35]N.[CH2:37]1[CH2:41][O:40][CH2:39][CH2:38]1. (6) Given the product [OH:1][C:2]1([C:15]2[S:16][C:17]([C:20]3[CH:25]=[C:24]([CH3:26])[CH:23]=[C:22]([NH:27][C:28]4[CH:33]=[C:32]([O:34][CH3:35])[CH:31]=[CH:30][N:29]=4)[N:21]=3)=[CH:18][N:19]=2)[CH2:11][CH2:10][CH2:9][C:8]2[CH:7]=[C:6]([C:12]([OH:14])=[O:13])[CH:5]=[CH:4][C:3]1=2, predict the reactants needed to synthesize it. The reactants are: [OH:1][C:2]1([C:15]2[S:16][C:17]([C:20]3[CH:25]=[C:24]([CH3:26])[CH:23]=[C:22]([NH:27][C:28]4[CH:33]=[C:32]([O:34][CH3:35])[CH:31]=[CH:30][N:29]=4)[N:21]=3)=[CH:18][N:19]=2)[CH2:11][CH2:10][CH2:9][C:8]2[CH:7]=[C:6]([C:12]([O-:14])=[O:13])[CH:5]=[CH:4][C:3]1=2.[OH-].[Na+]. (7) The reactants are: Br[CH2:2][C:3]1[C:15]([F:16])=[CH:14][C:6]([C:7]([NH:9][S:10]([CH3:13])(=[O:12])=[O:11])=[O:8])=[C:5]([F:17])[CH:4]=1.[C:18]([O:22][C:23]1[C:28]([Cl:29])=[CH:27][C:26](B2OC(C)(C)C(C)(C)O2)=[CH:25][N:24]=1)([CH3:21])([CH3:20])[CH3:19].C(=O)([O-])[O-].[K+].[K+]. Given the product [C:18]([O:22][C:23]1[N:24]=[CH:25][C:26]([CH2:2][C:3]2[C:15]([F:16])=[CH:14][C:6]([C:7]([NH:9][S:10]([CH3:13])(=[O:12])=[O:11])=[O:8])=[C:5]([F:17])[CH:4]=2)=[CH:27][C:28]=1[Cl:29])([CH3:21])([CH3:19])[CH3:20], predict the reactants needed to synthesize it.